Dataset: Peptide-MHC class II binding affinity with 134,281 pairs from IEDB. Task: Regression. Given a peptide amino acid sequence and an MHC pseudo amino acid sequence, predict their binding affinity value. This is MHC class II binding data. (1) The peptide sequence is PCREQDELIGRGRVS. The MHC is DRB3_0202 with pseudo-sequence DRB3_0202. The binding affinity (normalized) is 0.719. (2) The peptide sequence is FETVTEASFPGKWKIIYFYP. The MHC is DRB1_0301 with pseudo-sequence DRB1_0301. The binding affinity (normalized) is 0. (3) The peptide sequence is RLCFSKSKNTLMYEI. The MHC is DRB1_0101 with pseudo-sequence DRB1_0101. The binding affinity (normalized) is 0.794.